Task: Regression/Classification. Given a drug SMILES string, predict its absorption, distribution, metabolism, or excretion properties. Task type varies by dataset: regression for continuous measurements (e.g., permeability, clearance, half-life) or binary classification for categorical outcomes (e.g., BBB penetration, CYP inhibition). Dataset: cyp2d6_veith.. Dataset: CYP2D6 inhibition data for predicting drug metabolism from PubChem BioAssay The compound is CCC1OC23CCCCC2C(C#N)(C(=N)O3)C1(C#N)C#N. The result is 0 (non-inhibitor).